Dataset: Merck oncology drug combination screen with 23,052 pairs across 39 cell lines. Task: Regression. Given two drug SMILES strings and cell line genomic features, predict the synergy score measuring deviation from expected non-interaction effect. (1) Drug 1: CN1C(=O)C=CC2(C)C3CCC4(C)C(NC(=O)OCC(F)(F)F)CCC4C3CCC12. Synergy scores: synergy=137. Drug 2: Cn1c(=O)n(-c2ccc(C(C)(C)C#N)cc2)c2c3cc(-c4cnc5ccccc5c4)ccc3ncc21. Cell line: T47D. (2) Cell line: ES2. Drug 1: Nc1ccn(C2OC(CO)C(O)C2(F)F)c(=O)n1. Synergy scores: synergy=-0.564. Drug 2: CC1(c2nc3c(C(N)=O)cccc3[nH]2)CCCN1.